Dataset: hERG potassium channel inhibition data for cardiac toxicity prediction from Karim et al.. Task: Regression/Classification. Given a drug SMILES string, predict its toxicity properties. Task type varies by dataset: regression for continuous values (e.g., LD50, hERG inhibition percentage) or binary classification for toxic/non-toxic outcomes (e.g., AMES mutagenicity, cardiotoxicity, hepatotoxicity). Dataset: herg_karim. The molecule is CCc1ccc(C(=O)Nc2cc(CN3CCN(C)CC3)cc(C(F)(F)F)c2)cc1C#Cc1cnc2ccnn2c1. The result is 0 (non-blocker).